Dataset: Catalyst prediction with 721,799 reactions and 888 catalyst types from USPTO. Task: Predict which catalyst facilitates the given reaction. (1) Reactant: N(C(OCC)=O)=NC(OCC)=O.C1(P(C2C=CC=CC=2)C2C=CC=CC=2)C=CC=CC=1.[Cl:32][C:33]1[CH:34]=[C:35]([C:40]2[CH:41]=[C:42]([C:59]([NH2:61])=[O:60])[C:43]3[NH:44][C:45]4[CH:46]=[C:47]([N:53]5[CH2:58][CH2:57][O:56][CH2:55][CH2:54]5)[CH:48]=[CH:49][C:50]=4[C:51]=3[N:52]=2)[CH:36]=[CH:37][C:38]=1[OH:39].[O:62]1[CH2:67][CH2:66][N:65]([CH2:68][CH2:69]O)[CH2:64][CH2:63]1. The catalyst class is: 1. Product: [Cl:32][C:33]1[CH:34]=[C:35]([C:40]2[CH:41]=[C:42]([C:59]([NH2:61])=[O:60])[C:43]3[NH:44][C:45]4[CH:46]=[C:47]([N:53]5[CH2:54][CH2:55][O:56][CH2:57][CH2:58]5)[CH:48]=[CH:49][C:50]=4[C:51]=3[N:52]=2)[CH:36]=[CH:37][C:38]=1[O:39][CH2:69][CH2:68][N:65]1[CH2:66][CH2:67][O:62][CH2:63][CH2:64]1. (2) Reactant: [OH:1][CH:2]([C:6]1[CH:11]=[CH:10][CH:9]=[C:8]([C:12]2[CH:13]=[C:14]3[C:20]([C:21]4[CH:26]=[CH:25][CH:24]=[CH:23][C:22]=4[O:27][CH3:28])=[N:19][N:18]([CH2:29][O:30][CH2:31][CH2:32][Si:33]([CH3:36])([CH3:35])[CH3:34])[C:15]3=[N:16][CH:17]=2)[CH:7]=1)[C:3]([OH:5])=O.[CH3:37][NH:38][CH3:39].C(N(C(C)C)CC)(C)C. Product: [OH:1][CH:2]([C:6]1[CH:11]=[CH:10][CH:9]=[C:8]([C:12]2[CH:13]=[C:14]3[C:20]([C:21]4[CH:26]=[CH:25][CH:24]=[CH:23][C:22]=4[O:27][CH3:28])=[N:19][N:18]([CH2:29][O:30][CH2:31][CH2:32][Si:33]([CH3:35])([CH3:36])[CH3:34])[C:15]3=[N:16][CH:17]=2)[CH:7]=1)[C:3]([N:38]([CH3:39])[CH3:37])=[O:5]. The catalyst class is: 1.